Task: Predict the reaction yield, written as a fraction of the theoretical maximum amount of product (1.0 means a 100% yield; for example, 0.34 means a 34% yield).. Dataset: Reaction yield outcomes from USPTO patents with 853,638 reactions (1) The reactants are Br[C:2]1[O:6][C:5]([CH:7]=[O:8])=[CH:4][CH:3]=1.[C:9]([O-:12])([O-])=O.[Na+].[Na+].[C:15]1(B(O)O)[CH:20]=[CH:19][C:18](B(O)O)=[CH:17][CH:16]=1. The catalyst is C1(C)C=CC=CC=1.CO.C1C=CC([P]([Pd]([P](C2C=CC=CC=2)(C2C=CC=CC=2)C2C=CC=CC=2)([P](C2C=CC=CC=2)(C2C=CC=CC=2)C2C=CC=CC=2)[P](C2C=CC=CC=2)(C2C=CC=CC=2)C2C=CC=CC=2)(C2C=CC=CC=2)C2C=CC=CC=2)=CC=1. The product is [CH:7]([C:5]1[O:6][C:2]([C:15]2[CH:20]=[CH:19][C:18]([C:5]3[O:6][C:2]([CH:9]=[O:12])=[CH:3][CH:4]=3)=[CH:17][CH:16]=2)=[CH:3][CH:4]=1)=[O:8]. The yield is 0.930. (2) The reactants are ClB(Cl)Cl.[CH:5]([C:9]1[C:28]([O:29]C(C)C)=[CH:27][C:12]2[C:13]([C:23]([NH:25][CH3:26])=[O:24])=[C:14]([C:16]3[CH:21]=[CH:20][C:19]([F:22])=[CH:18][CH:17]=3)[O:15][C:11]=2[CH:10]=1)([CH2:7][CH3:8])[CH3:6]. The catalyst is C(Cl)Cl. The product is [CH:5]([C:9]1[C:28]([OH:29])=[CH:27][C:12]2[C:13]([C:23]([NH:25][CH3:26])=[O:24])=[C:14]([C:16]3[CH:17]=[CH:18][C:19]([F:22])=[CH:20][CH:21]=3)[O:15][C:11]=2[CH:10]=1)([CH2:7][CH3:8])[CH3:6]. The yield is 1.00. (3) The reactants are [C:1]1([CH:7]([CH3:11])[C:8]([OH:10])=O)[CH:6]=[CH:5][CH:4]=[CH:3][CH:2]=1.O=C1N(P(Cl)(N2CCOC2=O)=O)CCO1.C(N(CC)CC)C.[Br:34][C:35]1[C:36]([F:45])=[C:37]2[C:43]([NH2:44])=[CH:42][NH:41][C:38]2=[N:39][CH:40]=1.C([O-])([O-])=O.[Na+].[Na+]. The catalyst is C(Cl)Cl. The product is [Br:34][C:35]1[C:36]([F:45])=[C:37]2[C:43]([NH:44][C:8](=[O:10])[CH:7]([C:1]3[CH:2]=[CH:3][CH:4]=[CH:5][CH:6]=3)[CH3:11])=[CH:42][NH:41][C:38]2=[N:39][CH:40]=1. The yield is 0.488.